Dataset: Full USPTO retrosynthesis dataset with 1.9M reactions from patents (1976-2016). Task: Predict the reactants needed to synthesize the given product. (1) Given the product [N:29]([CH2:12][CH:13]1[CH2:17][C:16]2[CH:18]=[CH:19][CH:20]=[C:21]([C:22]3[CH:27]=[CH:26][CH:25]=[C:24]([Cl:28])[CH:23]=3)[C:15]=2[O:14]1)=[N+:30]=[N-:31], predict the reactants needed to synthesize it. The reactants are: CC1C=CC(S(O[CH2:12][CH:13]2[CH2:17][C:16]3[CH:18]=[CH:19][CH:20]=[C:21]([C:22]4[CH:27]=[CH:26][CH:25]=[C:24]([Cl:28])[CH:23]=4)[C:15]=3[O:14]2)(=O)=O)=CC=1.[N-:29]=[N+:30]=[N-:31].[Na+]. (2) Given the product [Br:1][C:2]1[C:3](=[O:11])[C:4]2[C:9]([CH:10]=1)=[CH:8][CH:7]=[C:6]([OH:13])[CH:5]=2, predict the reactants needed to synthesize it. The reactants are: [Br:1][C:2]1[C:3](=[O:11])[C:4]2[C:9]([CH:10]=1)=[CH:8][CH:7]=[CH:6][CH:5]=2.C([O-])([O-])=[O:13].[K+].[K+]. (3) Given the product [Cl:21][C:7]1[CH:8]=[C:9]([N:12]2[C:16]3=[N:17][CH:18]=[CH:19][CH:20]=[C:15]3[N:14]=[CH:13]2)[CH:10]=[CH:11][C:6]=1[CH2:5][C:4]([OH:22])=[O:3], predict the reactants needed to synthesize it. The reactants are: C([O:3][C:4](=[O:22])[CH2:5][C:6]1[CH:11]=[CH:10][C:9]([N:12]2[C:16]3=[N:17][CH:18]=[CH:19][CH:20]=[C:15]3[N:14]=[CH:13]2)=[CH:8][C:7]=1[Cl:21])C.[Li+].[OH-].Cl. (4) The reactants are: [Cl:1][C:2]1[CH:7]=[CH:6][C:5]([CH:8]2[C:15]3[C:11](=[N:12][NH:13][C:14]=3[CH3:16])[C:10](=[O:17])[N:9]2[C:18]2[CH:23]=[CH:22][C:21](=[O:24])[N:20]([CH3:25])[CH:19]=2)=[CH:4][CH:3]=1.[H-].[Na+].[CH3:28]I. Given the product [Cl:1][C:2]1[CH:7]=[CH:6][C:5]([CH:8]2[C:15]3[C:11](=[N:12][N:13]([CH3:28])[C:14]=3[CH3:16])[C:10](=[O:17])[N:9]2[C:18]2[CH:23]=[CH:22][C:21](=[O:24])[N:20]([CH3:25])[CH:19]=2)=[CH:4][CH:3]=1, predict the reactants needed to synthesize it. (5) Given the product [Br:13][C:14]1[CH:15]=[N:16][CH:17]=[C:18]([CH2:20][N:7]2[CH2:8][CH2:9][CH2:10][C@H:6]2[CH2:5][O:4][CH2:3][C:2]([F:1])([F:11])[F:12])[CH:19]=1, predict the reactants needed to synthesize it. The reactants are: [F:1][C:2]([F:12])([F:11])[CH2:3][O:4][CH2:5][C@@H:6]1[CH2:10][CH2:9][CH2:8][NH:7]1.[Br:13][C:14]1[CH:15]=[N:16][CH:17]=[C:18]([CH2:20]Cl)[CH:19]=1.[H-].[Na+]. (6) Given the product [NH:41]1[C:1]([C:3]2[C:11]3[C:6](=[CH:7][C:8]([C:12]4[CH:13]=[CH:14][C:15]([NH:18][C:19]([NH:21][C:22]5[CH:27]=[CH:26][CH:25]=[C:24]([F:28])[CH:23]=5)=[O:20])=[CH:16][CH:17]=4)=[CH:9][CH:10]=3)[N:5]([CH2:29][O:30][CH2:31][CH2:32][Si:33]([CH3:34])([CH3:36])[CH3:35])[N:4]=2)=[CH:2][N:43]=[N:42]1, predict the reactants needed to synthesize it. The reactants are: [C:1]([C:3]1[C:11]2[C:6](=[CH:7][C:8]([C:12]3[CH:17]=[CH:16][C:15]([NH:18][C:19]([NH:21][C:22]4[CH:27]=[CH:26][CH:25]=[C:24]([F:28])[CH:23]=4)=[O:20])=[CH:14][CH:13]=3)=[CH:9][CH:10]=2)[N:5]([CH2:29][O:30][CH2:31][CH2:32][Si:33]([CH3:36])([CH3:35])[CH3:34])[N:4]=1)#[CH:2].C[Si]([N:41]=[N+:42]=[N-:43])(C)C. (7) The reactants are: [N+:1]([C:4]1[N:5]=[CH:6][NH:7][CH:8]=1)([O-:3])=[O:2].[CH3:9][O:10][C:11](=[O:16])[CH:12]=[C:13]([CH3:15])[CH3:14]. Given the product [CH3:9][O:10][C:11](=[O:16])[CH2:12][C:13]([CH3:15])([N:7]1[CH:8]=[C:4]([N+:1]([O-:3])=[O:2])[N:5]=[CH:6]1)[CH3:14], predict the reactants needed to synthesize it. (8) The reactants are: [C:1]1([C:22]2[CH:27]=[CH:26][CH:25]=[CH:24][CH:23]=2)[CH:6]=[CH:5][C:4]([O:7][CH2:8][CH2:9][CH2:10][CH2:11][CH2:12][CH2:13][C:14](=[O:21])[C:15](OC)([O:17]C)[CH3:16])=[CH:3][CH:2]=1. Given the product [C:1]1([C:22]2[CH:23]=[CH:24][CH:25]=[CH:26][CH:27]=2)[CH:6]=[CH:5][C:4]([O:7][CH2:8][CH2:9][CH2:10][CH2:11][CH2:12][CH2:13][C:14](=[O:21])[C:15](=[O:17])[CH3:16])=[CH:3][CH:2]=1, predict the reactants needed to synthesize it. (9) Given the product [CH3:7][O:6][C:4]([C:3]1([C:1]#[N:2])[CH2:11][CH2:10][CH2:9]1)=[O:5], predict the reactants needed to synthesize it. The reactants are: [C:1]([CH2:3][C:4]([O:6][CH3:7])=[O:5])#[N:2].N12CCCN=C1CC[CH2:11][CH2:10][CH2:9]2.BrCCCBr.